From a dataset of NCI-60 drug combinations with 297,098 pairs across 59 cell lines. Regression. Given two drug SMILES strings and cell line genomic features, predict the synergy score measuring deviation from expected non-interaction effect. (1) Drug 1: C1=C(C(=O)NC(=O)N1)N(CCCl)CCCl. Drug 2: CCCCCOC(=O)NC1=NC(=O)N(C=C1F)C2C(C(C(O2)C)O)O. Cell line: MDA-MB-231. Synergy scores: CSS=26.3, Synergy_ZIP=1.78, Synergy_Bliss=3.96, Synergy_Loewe=2.34, Synergy_HSA=5.49. (2) Drug 1: C1=NC2=C(N=C(N=C2N1C3C(C(C(O3)CO)O)F)Cl)N. Drug 2: C#CCC(CC1=CN=C2C(=N1)C(=NC(=N2)N)N)C3=CC=C(C=C3)C(=O)NC(CCC(=O)O)C(=O)O. Cell line: SK-MEL-28. Synergy scores: CSS=50.5, Synergy_ZIP=3.65, Synergy_Bliss=1.80, Synergy_Loewe=-23.1, Synergy_HSA=0.861. (3) Drug 1: CC1=C(C(=CC=C1)Cl)NC(=O)C2=CN=C(S2)NC3=CC(=NC(=N3)C)N4CCN(CC4)CCO. Drug 2: C(CC(=O)O)C(=O)CN.Cl. Cell line: SF-295. Synergy scores: CSS=15.5, Synergy_ZIP=-1.44, Synergy_Bliss=8.88, Synergy_Loewe=0.0228, Synergy_HSA=3.30. (4) Drug 2: C1C(C(OC1N2C=NC3=C2NC=NCC3O)CO)O. Synergy scores: CSS=5.01, Synergy_ZIP=-3.29, Synergy_Bliss=3.73, Synergy_Loewe=-2.44, Synergy_HSA=0.485. Drug 1: C1=NC(=NC(=O)N1C2C(C(C(O2)CO)O)O)N. Cell line: IGROV1. (5) Drug 1: C1=CC(=C2C(=C1NCCNCCO)C(=O)C3=C(C=CC(=C3C2=O)O)O)NCCNCCO. Drug 2: CC1CCC2CC(C(=CC=CC=CC(CC(C(=O)C(C(C(=CC(C(=O)CC(OC(=O)C3CCCCN3C(=O)C(=O)C1(O2)O)C(C)CC4CCC(C(C4)OC)OCCO)C)C)O)OC)C)C)C)OC. Cell line: HL-60(TB). Synergy scores: CSS=72.6, Synergy_ZIP=5.03, Synergy_Bliss=8.76, Synergy_Loewe=-1.05, Synergy_HSA=8.91. (6) Drug 1: CN1CCC(CC1)COC2=C(C=C3C(=C2)N=CN=C3NC4=C(C=C(C=C4)Br)F)OC. Drug 2: CN(CCCl)CCCl.Cl. Cell line: SNB-75. Synergy scores: CSS=8.03, Synergy_ZIP=-2.41, Synergy_Bliss=0.0461, Synergy_Loewe=-5.24, Synergy_HSA=-0.261. (7) Drug 1: CCN(CC)CCCC(C)NC1=C2C=C(C=CC2=NC3=C1C=CC(=C3)Cl)OC. Drug 2: C1CNP(=O)(OC1)N(CCCl)CCCl. Cell line: HS 578T. Synergy scores: CSS=6.16, Synergy_ZIP=-1.26, Synergy_Bliss=1.40, Synergy_Loewe=-4.06, Synergy_HSA=0.649. (8) Drug 1: CN1CCC(CC1)COC2=C(C=C3C(=C2)N=CN=C3NC4=C(C=C(C=C4)Br)F)OC. Drug 2: C1=NC2=C(N1)C(=S)N=CN2. Cell line: SNB-75. Synergy scores: CSS=9.63, Synergy_ZIP=-11.0, Synergy_Bliss=-16.2, Synergy_Loewe=-24.1, Synergy_HSA=-14.9. (9) Drug 1: C1=C(C(=O)NC(=O)N1)N(CCCl)CCCl. Drug 2: CC1CCC2CC(C(=CC=CC=CC(CC(C(=O)C(C(C(=CC(C(=O)CC(OC(=O)C3CCCCN3C(=O)C(=O)C1(O2)O)C(C)CC4CCC(C(C4)OC)O)C)C)O)OC)C)C)C)OC. Cell line: HCC-2998. Synergy scores: CSS=14.5, Synergy_ZIP=-9.26, Synergy_Bliss=-7.07, Synergy_Loewe=-17.9, Synergy_HSA=-3.24.